This data is from Retrosynthesis with 50K atom-mapped reactions and 10 reaction types from USPTO. The task is: Predict the reactants needed to synthesize the given product. (1) Given the product Cc1oc(-c2ccccc2)nc1CC(=O)Nc1ccc(CC2SC(=O)NC2=O)cc1, predict the reactants needed to synthesize it. The reactants are: Cc1oc(-c2ccccc2)nc1CC(=O)O.Nc1ccc(CC2SC(=O)NC2=O)cc1. (2) Given the product CCOC(=O)c1nn(-c2ccccc2Cl)c(Br)c1CNC(C)C, predict the reactants needed to synthesize it. The reactants are: CC(C)N.CCOC(=O)c1nn(-c2ccccc2Cl)c(Br)c1C=O. (3) Given the product O=C(O)c1cccc(C(=O)N[C@H]2CC[C@@H](Nc3ccc4ccccc4n3)CC2)c1, predict the reactants needed to synthesize it. The reactants are: COC(=O)c1cccc(C(=O)N[C@H]2CC[C@@H](Nc3ccc4ccccc4n3)CC2)c1. (4) Given the product Cc1ncc(-c2ncnc(Nc3ccc(C(=O)Nc4ccccc4N)cc3)n2)n1C(C)C, predict the reactants needed to synthesize it. The reactants are: Cc1ncc(-c2ncnc(Nc3ccc(C(=O)O)cc3)n2)n1C(C)C.Nc1ccccc1N. (5) The reactants are: Clc1ccc(CBr)cc1.OCC1COC(Cn2cncn2)(c2ccc(Oc3ccccc3)cc2)O1. Given the product Clc1ccc(COCC2COC(Cn3cncn3)(c3ccc(Oc4ccccc4)cc3)O2)cc1, predict the reactants needed to synthesize it. (6) Given the product CC(C)[C@H]1c2ccc(F)cc2C(F)(F)C[C@]1(O)CC(=O)N(C)CCCc1nc2ccccc2[nH]1, predict the reactants needed to synthesize it. The reactants are: CC(C)[C@H]1c2ccc(F)cc2C(F)(F)C[C@]1(O)CC(=O)O.CNCCCc1nc2ccccc2[nH]1. (7) Given the product Nc1ccc(-c2cc(F)cc(F)c2)nn1, predict the reactants needed to synthesize it. The reactants are: Nc1ccc(Cl)nn1.OB(O)c1cc(F)cc(F)c1. (8) Given the product COCc1ccc(NS(=O)(=O)c2cccc(Cl)c2C)nc1C, predict the reactants needed to synthesize it. The reactants are: COCc1ccc(N)nc1C.Cc1c(Cl)cccc1S(=O)(=O)Cl. (9) Given the product O=c1[nH]nc(CBr)cc1C(F)(F)F, predict the reactants needed to synthesize it. The reactants are: Cc1cc(C(F)(F)F)c(=O)[nH]n1.O=C1CCC(=O)N1Br. (10) Given the product FC(F)(F)c1ccc2nc(-c3ccc(-c4ncccc4Cl)cc3)[nH]c2c1, predict the reactants needed to synthesize it. The reactants are: Nc1ccc(C(F)(F)F)cc1N.O=C(O)c1ccc(-c2ncccc2Cl)cc1.